This data is from Experimentally validated miRNA-target interactions with 360,000+ pairs, plus equal number of negative samples. The task is: Binary Classification. Given a miRNA mature sequence and a target amino acid sequence, predict their likelihood of interaction. (1) The miRNA is mmu-miR-34b-5p with sequence AGGCAGUGUAAUUAGCUGAUUGU. The protein sequence of the target gene is MPQSKSRKIAILGYRSVGKSSLTIQFVEGQFVDSYDPTIENTFTKLITVNGQEYHLQLVDTAGQDEYSIFPQTYSIDINGYILVYSVTSIKSFEVIKVIHGKLLDMVGKVQIPIMLVGNKKDLHMERVISYEEGKALAESWNAAFLESSAKENQTAVDVFKRIILEAEKIDGAASQGKSSCSVM. Result: 1 (interaction). (2) The miRNA is hsa-miR-4305 with sequence CCUAGACACCUCCAGUUC. The protein sequence of the target gene is MKMSIRTPPRLLELAGRSVLRDQALAMSTLEELPTELFPPLFMEAFSRRRCEALKLMVQAWPFRRLPLRPLIKMPCLETFQAVLNGLDALLTHGVRPRRWKLQVLDLQDVCENFWMVWSEAMARGCFLNAKRNKKPVQDCPRMRGRQPLTVFVELWLKNRTLDEHLTCLLLWVKQRKDLLHLCCKKLKILGMPFRNIRSILKMVNLDCIQEVEVNCKWVLPILTQFTPYLGHMRNLQKLVLSHMDVSRYVSPEQKKEIVTQFTTQFLKLHCLQKLYMNSVSFLEGHLDQLLSCLKTSLKV.... Result: 1 (interaction). (3) The protein sequence of the target gene is MLGAALRRCAVAATTRADPRGLLHSARTPGPAVAIQSVRCYSHGSQETDEEFDARWVTYFNKPDIDAWELRKGINTLVTYDMVPEPKIIDAALRACRRLNDFASTVRILEVVKDKAGPHKEIYPYVIQELRPTLNELGISTPEELGLDKV. Result: 0 (no interaction). The miRNA is hsa-miR-4793-3p with sequence UCUGCACUGUGAGUUGGCUGGCU. (4) The miRNA is hsa-miR-5191 with sequence AGGAUAGGAAGAAUGAAGUGCU. The protein sequence of the target gene is MSFCSFFGGEVFQNHFEPGVYVCAKCGYELFSSRSKYAHSSPWPAFTETIHADSVAKRPEHNRSEALKVSCGKCGNGLGHEFLNDGPKPGQSRFUIFSSSLKFVPKGKETSASQGH. Result: 0 (no interaction). (5) The miRNA is mmu-miR-541-5p with sequence AAGGGAUUCUGAUGUUGGUCACACU. The protein sequence of the target gene is MAVLLMRLMLQTTKLDHNLIGRCLQRHAVKPDPAQLSLSASTPKLLYLTSAKGFSTAGDPQGERKQKRRDAFSNTGRKISERIIRVLDEKGMDLGMMHRADVIRLMNKQDLRLVQRNTSSEPPEYQLMTGEQIHQERLKLREQEKAKPKTGPTMTKELVFSSNIGQHDLDTKSKQIQQWIEKKYHVQVTIKRRKDAEQSEEETEEIFNQILQTMPDIATFSSRPKAIRGGTASMCVFRHLSKKEEKAYRESQESQRRDTLSKDDDGNSKESDVVCQ. Result: 1 (interaction). (6) The miRNA is mmu-miR-29b-3p with sequence UAGCACCAUUUGAAAUCAGUGUU. The protein sequence of the target gene is MKVLAAGVVPLLLVLHWKHGAGSPLPITPVNATCATRHPCPSNLMNQIRNQLGQLNSSANSLFILYYTAQGEPFPNNLDKLCSPNVTDFPPFHANGTEKARLVELYRIIAYLGASLGNITRDQKVLNPYAHGLHSKLSTTADVLRGLLSNVLCRLCSKYHVSHVDVTYGPDTSGKDVFQKKKLGCQLLGKYKQVIAVLAQAF. Result: 0 (no interaction). (7) The miRNA is hsa-miR-376b-3p with sequence AUCAUAGAGGAAAAUCCAUGUU. The protein sequence of the target gene is MLASRALSLIGKRAISTSVCLRAHGSVVKSEDYAFPTYADRRDYPLPDVAHVTMLSASQKALKEKEKADWSSLSRDEKVQLYRIQFNESFAEMNRGTNEWKTVVGMAMFFIGFTALVLIWEKSYVYGPIPHTFDRDWVAMQTKRMLDMKANPIQGFSAKWDYDKNEWKK. Result: 0 (no interaction). (8) The miRNA is hsa-miR-93-5p with sequence CAAAGUGCUGUUCGUGCAGGUAG. The protein sequence of the target gene is MGSQPPLGSPLSREEGEAPPPAPASEGRRRSRRVRLRGSCRHRPSFLGCRELAASAPARPAPASSEIMASAAKEFKMDNFSPKAGTSKLQQTVPADASPDSKCPICLDRFDNVSYLDRCLHKFCFRCVQEWSKNKAECPLCKQPFDSIFHSVRAEDDFKEYVLRPSYNGSFVTPDRRFRYRTTLTRERNASVYSPSGPVNRRTTTPPDSGVLFEGLGISTRPRDVEIPQFMRQIAVRRPTTADERSLRKIQEQDIINFRRTLYRAGARVRNIEDGGRYRDISAEFFRRNPACLHRLVPWL.... Result: 1 (interaction). (9) The miRNA is hsa-miR-4733-5p with sequence AAUCCCAAUGCUAGACCCGGUG. The protein sequence of the target gene is MKIWTSEHVFDHPWETVTTAAMQKYPNPMNPSVVGVDVLDRHIDPSGKLHSHRLLSTEWGLPSIVKSLIGAARTKTYVQEHSVVDPVEKTMELKSTNISFTNMVSVDERLIYKPHPQDPEKTVLTQEAIITVKGVSLSSYLEGLMASTISSNASKGREAMEWVIHKLNAEIEELTASARGTIRTPMAAAAFAEK. Result: 1 (interaction). (10) The miRNA is hsa-miR-181a-3p with sequence ACCAUCGACCGUUGAUUGUACC. The protein sequence of the target gene is MATAMYLEHYLDSIENLPCELQRNFQLMRELDQRTEDKKAEIDILAAEYISTVKTLSSAQRVEHLQKIQSAYSKCKEYSDDKVQLAMQTYEMVDKHIRRLDADLARFEADLKDRMDGSDFESTGARSLKKGRSQKEKRSSRGRGRRTSEEDTPKKKKHKSGSEFTDSILSVHPSDVLDMPVDPNEPTYCLCHQVSYGEMIGCDNPDCPIEWFHFACVDLTTKPKGKWFCPRCVQEKRKKK. Result: 0 (no interaction).